This data is from Forward reaction prediction with 1.9M reactions from USPTO patents (1976-2016). The task is: Predict the product of the given reaction. (1) Given the reactants [F:1][C:2]1[CH:10]=[C:9]2[C:5]([C:6]([C:18]3[CH:19]=[CH:20][C:21]4[S:25](=[O:27])(=[O:26])[N:24]([CH:28]5[CH2:33][CH2:32][NH:31][C:30](=[O:34])[CH2:29]5)[CH:23]([CH3:35])[C:22]=4[CH:36]=3)=[CH:7][N:8]2C(OC(C)(C)C)=O)=[CH:4][CH:3]=1, predict the reaction product. The product is: [F:1][C:2]1[CH:10]=[C:9]2[C:5]([C:6]([C:18]3[CH:19]=[CH:20][C:21]4[S:25](=[O:27])(=[O:26])[N:24]([CH:28]5[CH2:33][CH2:32][NH:31][C:30](=[O:34])[CH2:29]5)[CH:23]([CH3:35])[C:22]=4[CH:36]=3)=[CH:7][NH:8]2)=[CH:4][CH:3]=1. (2) Given the reactants [NH2:1][C:2]1[CH:3]=[C:4]([C:8]2[CH:17]=[N:16][C:15]3[C:14]([N:18]4[CH2:23][CH2:22][O:21][CH2:20][CH2:19]4)=[N:13][C:12]([C:24]4[CH:25]=[N:26][C:27]([NH:30][C:31](=[O:37])[O:32][C:33]([CH3:36])([CH3:35])[CH3:34])=[N:28][CH:29]=4)=[N:11][C:10]=3[CH:9]=2)[CH:5]=[CH:6][CH:7]=1.N1C=CC=CC=1.[F:44][C:45]1[CH:50]=[CH:49][C:48]([S:51](Cl)(=[O:53])=[O:52])=[CH:47][CH:46]=1, predict the reaction product. The product is: [F:44][C:45]1[CH:50]=[CH:49][C:48]([S:51]([NH:1][C:2]2[CH:3]=[C:4]([C:8]3[CH:17]=[N:16][C:15]4[C:14]([N:18]5[CH2:23][CH2:22][O:21][CH2:20][CH2:19]5)=[N:13][C:12]([C:24]5[CH:25]=[N:26][C:27]([NH:30][C:31](=[O:37])[O:32][C:33]([CH3:34])([CH3:36])[CH3:35])=[N:28][CH:29]=5)=[N:11][C:10]=4[CH:9]=3)[CH:5]=[CH:6][CH:7]=2)(=[O:53])=[O:52])=[CH:47][CH:46]=1. (3) Given the reactants [CH2:1]([NH2:8])[C:2]1[CH:7]=[CH:6][CH:5]=[CH:4][CH:3]=1.[O:9]1[C:13]2([CH2:18][CH2:17][C:16](=O)[CH2:15][CH2:14]2)[O:12][CH2:11][CH2:10]1, predict the reaction product. The product is: [CH2:1]([N:8]=[C:16]1[CH2:17][CH2:18][C:13]2([O:12][CH2:11][CH2:10][O:9]2)[CH2:14][CH2:15]1)[C:2]1[CH:7]=[CH:6][CH:5]=[CH:4][CH:3]=1.